This data is from Reaction yield outcomes from USPTO patents with 853,638 reactions. The task is: Predict the reaction yield, written as a fraction of the theoretical maximum amount of product (1.0 means a 100% yield; for example, 0.34 means a 34% yield). (1) The reactants are [F:1][C:2]1[CH:30]=[CH:29][C:28]([F:31])=[CH:27][C:3]=1[O:4][C:5]1[CH:10]=[CH:9][C:8]([C:11]2[C:19]3[C:14](=[N:15][CH:16]=[N:17][C:18]=3[NH2:20])[N:13]([C@@H:21]3[CH2:26][CH2:25][CH2:24][NH:23][CH2:22]3)[N:12]=2)=[CH:7][CH:6]=1.CN(C(ON1N=NC2C=CC=NC1=2)=[N+](C)C)C.F[P-](F)(F)(F)(F)F.C(N(CC)CC)C.[C:63]([CH2:65][C:66](O)=[O:67])#[N:64]. The catalyst is ClCCl. The product is [NH2:20][C:18]1[N:17]=[CH:16][N:15]=[C:14]2[N:13]([C@@H:21]3[CH2:26][CH2:25][CH2:24][N:23]([C:66](=[O:67])[CH2:65][C:63]#[N:64])[CH2:22]3)[N:12]=[C:11]([C:8]3[CH:7]=[CH:6][C:5]([O:4][C:3]4[CH:27]=[C:28]([F:31])[CH:29]=[CH:30][C:2]=4[F:1])=[CH:10][CH:9]=3)[C:19]=12. The yield is 0.580. (2) The reactants are [C:1]1([CH3:13])[CH:6]=[CH:5][C:4]([C:7]2[CH:12]=[CH:11][CH:10]=[CH:9][N:8]=2)=[CH:3][CH:2]=1.[Br:14]N1C(=O)CCC1=O. The catalyst is C(OOC(=O)C1C=CC=CC=1)(=O)C1C=CC=CC=1.C(Cl)(Cl)(Cl)Cl. The product is [Br:14][CH2:13][C:1]1[CH:6]=[CH:5][C:4]([C:7]2[CH:12]=[CH:11][CH:10]=[CH:9][N:8]=2)=[CH:3][CH:2]=1. The yield is 0.642. (3) The yield is 0.980. The catalyst is CO.O1CCOCC1.[Pd]. The product is [F:1][CH:2]([F:17])[C:3]1[NH:7][C:6]2[CH:8]=[C:9]([NH:14][C:18](=[O:19])[O:20][C:21]([CH3:24])([CH3:23])[CH3:22])[CH:10]=[C:11]([O:12][CH3:13])[C:5]=2[N:4]=1. The reactants are [F:1][CH:2]([F:17])[C:3]1[NH:7][C:6]2[CH:8]=[C:9]([N+:14]([O-])=O)[CH:10]=[C:11]([O:12][CH3:13])[C:5]=2[N:4]=1.[C:18](O[C:18]([O:20][C:21]([CH3:24])([CH3:23])[CH3:22])=[O:19])([O:20][C:21]([CH3:24])([CH3:23])[CH3:22])=[O:19].[OH-].[Na+].CC(O)=O. (4) The reactants are [CH2:1]([O:8][C:9]1[CH:14]=[CH:13][N:12]([C:15]2[CH:16]=[CH:17][C:18]3[O:27][C:26]4[CH2:25][CH2:24][N:23](C(OC(C)(C)C)=O)[CH2:22][C:21]=4[C:19]=3[CH:20]=2)[C:11](=[O:35])[CH:10]=1)[C:2]1[CH:7]=[CH:6][CH:5]=[CH:4][CH:3]=1.[ClH:36]. The catalyst is C1COCC1.C(Cl)Cl.CCOCC. The product is [ClH:36].[CH2:1]([O:8][C:9]1[CH:14]=[CH:13][N:12]([C:15]2[CH:16]=[CH:17][C:18]3[O:27][C:26]4[CH2:25][CH2:24][NH:23][CH2:22][C:21]=4[C:19]=3[CH:20]=2)[C:11](=[O:35])[CH:10]=1)[C:2]1[CH:7]=[CH:6][CH:5]=[CH:4][CH:3]=1. The yield is 0.940.